This data is from Catalyst prediction with 721,799 reactions and 888 catalyst types from USPTO. The task is: Predict which catalyst facilitates the given reaction. Reactant: C([O-])([O-])=O.[Na+].[Na+].[Br:7][C:8]1[CH:9]=[C:10]([F:16])[C:11](I)=[C:12]([F:14])[CH:13]=1.CC1(C)C(C)(C)OB([C:25]2[O:29][C:28]([Si](C(C)C)(C(C)C)C(C)C)=[N:27][CH:26]=2)O1. Product: [Br:7][C:8]1[CH:9]=[C:10]([F:16])[C:11]([C:25]2[O:29][CH:28]=[N:27][CH:26]=2)=[C:12]([F:14])[CH:13]=1. The catalyst class is: 169.